This data is from Catalyst prediction with 721,799 reactions and 888 catalyst types from USPTO. The task is: Predict which catalyst facilitates the given reaction. (1) Reactant: [C:1]([O:5][C:6](=[O:37])[C@@H:7]([NH:29][C:30]([O:32][C:33]([CH3:36])([CH3:35])[CH3:34])=[O:31])[CH2:8][CH2:9][C:10]([C:22]([O:24][C:25]([CH3:28])([CH3:27])[CH3:26])=[O:23])([CH2:14][C:15]1[CH:20]=[CH:19][C:18]([OH:21])=[CH:17][CH:16]=1)C(O)=O)([CH3:4])([CH3:3])[CH3:2]. Product: [C:33]([O:32][C:30]([NH:29][C@@H:7]([CH2:8][CH2:9][CH:10]([CH2:14][C:15]1[CH:16]=[CH:17][C:18]([OH:21])=[CH:19][CH:20]=1)[C:22]([O:24][C:25]([CH3:26])([CH3:27])[CH3:28])=[O:23])[C:6]([O:5][C:1]([CH3:4])([CH3:2])[CH3:3])=[O:37])=[O:31])([CH3:34])([CH3:35])[CH3:36]. The catalyst class is: 7. (2) Reactant: Br[C:2]1[CH:7]=[CH:6][N:5]=[C:4]([NH:8][C:9]([CH:11]2[CH2:13][CH2:12]2)=[O:10])[CH:3]=1.[F:14][C:15]1[CH:16]=[C:17]([CH:19]=[CH:20][C:21]=1[N+:22]([O-:24])=[O:23])[NH2:18].C1(P(C2CCCCC2)C2C=CC=CC=2C2C(OC)=CC=CC=2OC)CCCCC1.C([O-])([O-])=O.[Cs+].[Cs+]. Product: [F:14][C:15]1[CH:16]=[C:17]([CH:19]=[CH:20][C:21]=1[N+:22]([O-:24])=[O:23])[NH:18][C:2]1[CH:7]=[CH:6][N:5]=[C:4]([NH:8][C:9]([CH:11]2[CH2:13][CH2:12]2)=[O:10])[CH:3]=1. The catalyst class is: 706.